Predict the reactants needed to synthesize the given product. From a dataset of Full USPTO retrosynthesis dataset with 1.9M reactions from patents (1976-2016). (1) Given the product [NH2:1][C:2]1[C:11]2[C:6](=[CH:7][CH:8]=[CH:9][C:10]=2[O:12][CH2:13][C:14]([CH3:18])([CH3:19])[C:15](=[O:16])[NH:33][CH2:32][C:29]2[CH:30]=[CH:31][N:26]=[CH:27][CH:28]=2)[N:5]=[C:4]([CH3:20])[C:3]=1[C:21]([O:23][CH2:24][CH3:25])=[O:22], predict the reactants needed to synthesize it. The reactants are: [NH2:1][C:2]1[C:11]2[C:6](=[CH:7][CH:8]=[CH:9][C:10]=2[O:12][CH2:13][C:14]([CH3:19])([CH3:18])[C:15](O)=[O:16])[N:5]=[C:4]([CH3:20])[C:3]=1[C:21]([O:23][CH2:24][CH3:25])=[O:22].[N:26]1[CH:31]=[CH:30][C:29]([CH2:32][NH2:33])=[CH:28][CH:27]=1. (2) Given the product [OH:8][C:9]1[CH:10]=[C:11]([CH:25]=[C:26]([O:28][CH:29]([CH3:31])[CH3:30])[CH:27]=1)[C:12]([NH:14][C:15]1[N:20]=[CH:19][C:18]([C:21]([O:23][CH3:24])=[O:22])=[CH:17][CH:16]=1)=[O:13], predict the reactants needed to synthesize it. The reactants are: C([O:8][C:9]1[CH:10]=[C:11]([CH:25]=[C:26]([O:28][CH:29]([CH3:31])[CH3:30])[CH:27]=1)[C:12]([NH:14][C:15]1[N:20]=[CH:19][C:18]([C:21]([O:23][CH3:24])=[O:22])=[CH:17][CH:16]=1)=[O:13])C1C=CC=CC=1.C(O)C. (3) Given the product [CH2:24]([O:23][C:21]([N:10]1[C:11]2[C:7](=[CH:6][CH:5]=[C:4]([N+:1]([O-:3])=[O:2])[CH:12]=2)[CH2:8][CH2:9]1)=[O:22])[C:25]1[CH:30]=[CH:29][CH:28]=[CH:27][CH:26]=1, predict the reactants needed to synthesize it. The reactants are: [N+:1]([C:4]1[CH:12]=[C:11]2[C:7]([CH2:8][CH2:9][NH:10]2)=[CH:6][CH:5]=1)([O-:3])=[O:2].C(N(CC)CC)C.Cl[C:21]([O:23][CH2:24][C:25]1[CH:30]=[CH:29][CH:28]=[CH:27][CH:26]=1)=[O:22].